Dataset: PAMPA (Parallel Artificial Membrane Permeability Assay) permeability data from NCATS. Task: Regression/Classification. Given a drug SMILES string, predict its absorption, distribution, metabolism, or excretion properties. Task type varies by dataset: regression for continuous measurements (e.g., permeability, clearance, half-life) or binary classification for categorical outcomes (e.g., BBB penetration, CYP inhibition). Dataset: pampa_ncats. (1) The molecule is CCOC1=C(C=C(C=C1)CCN(C)C(=O)C2=CC3=C(N2CC4=CC=CC=C4)C=CS3)OCC. The result is 1 (high permeability). (2) The molecule is C1=CC(=CC(=C1)F)NCC2=C3C=CC=NC3=C(C=C2)O. The result is 0 (low-to-moderate permeability). (3) The drug is COC1=C(C=CC2=C1CN3CCC4=CC5=C(C=C4[C@@H]3C2)OCO5)O. The result is 1 (high permeability).